From a dataset of Cav3 T-type calcium channel HTS with 100,875 compounds. Binary Classification. Given a drug SMILES string, predict its activity (active/inactive) in a high-throughput screening assay against a specified biological target. (1) The result is 0 (inactive). The drug is Fc1ccc(NC(=O)c2c(CC[N+]([O-])=O)cccc2)cc1. (2) The compound is O(C(=O)C1C2C3C(C3)C(C1C(OC)=O)C=C2)CC(=O)c1ccccc1. The result is 0 (inactive).